Predict the reaction yield, written as a fraction of the theoretical maximum amount of product (1.0 means a 100% yield; for example, 0.34 means a 34% yield). From a dataset of Reaction yield outcomes from USPTO patents with 853,638 reactions. (1) The reactants are [OH:1][C:2]1[C:11]2[C:6](=[N:7][CH:8]=[CH:9][CH:10]=2)[N:5]([CH2:12][CH2:13][CH:14]([CH3:16])[CH3:15])[C:4](=[O:17])[C:3]=1[C:18]1[NH:23][C:22]2[CH:24]=[CH:25][C:26]([NH:28][S:29](=[O:42])(=[O:41])[NH:30][C:31]([O:33][CH2:34][C:35]3[CH:40]=[CH:39][CH:38]=[CH:37][CH:36]=3)=[O:32])=[CH:27][C:21]=2[S:20](=[O:44])(=[O:43])[N:19]=1.[CH3:45][Si](C=[N+]=[N-])(C)C. The catalyst is O1CCCC1.CO. The product is [OH:1][C:2]1[C:11]2[C:6](=[N:7][CH:8]=[CH:9][CH:10]=2)[N:5]([CH2:12][CH2:13][CH:14]([CH3:16])[CH3:15])[C:4](=[O:17])[C:3]=1[C:18]1[NH:23][C:22]2[CH:24]=[CH:25][C:26]([NH:28][S:29](=[O:42])(=[O:41])[N:30]([CH3:45])[C:31]([O:33][CH2:34][C:35]3[CH:40]=[CH:39][CH:38]=[CH:37][CH:36]=3)=[O:32])=[CH:27][C:21]=2[S:20](=[O:43])(=[O:44])[N:19]=1. The yield is 0.150. (2) The reactants are Cl[C:2]1[C:7]([O:8][CH3:9])=[CH:6][C:5]([F:10])=[CH:4][N:3]=1.CC(C)([O-])C.[Na+].C1C=CC(P(C2C(C3C(P(C4C=CC=CC=4)C4C=CC=CC=4)=CC=C4C=3C=CC=C4)=C3C(C=CC=C3)=CC=2)C2C=CC=CC=2)=CC=1.C(=[NH:76])(C1C=CC=CC=1)C1C=CC=CC=1. The catalyst is C1(C)C=CC=CC=1.C1C=CC(/C=C/C(/C=C/C2C=CC=CC=2)=O)=CC=1.C1C=CC(/C=C/C(/C=C/C2C=CC=CC=2)=O)=CC=1.C1C=CC(/C=C/C(/C=C/C2C=CC=CC=2)=O)=CC=1.[Pd].[Pd]. The product is [F:10][C:5]1[CH:6]=[C:7]([O:8][CH3:9])[C:2]([NH2:76])=[N:3][CH:4]=1. The yield is 0.700. (3) The reactants are [CH3:1][NH:2][C:3]1[CH:8]=[CH:7][N:6]=[C:5]2[CH:9]=[C:10]([C:12]3[N:13]=[CH:14][N:15]([CH3:17])[CH:16]=3)[S:11][C:4]=12.[F:18][C:19]1[CH:20]=[C:21]([N+:26]([O-:28])=[O:27])[CH:22]=[CH:23][C:24]=1F.C(=O)([O-])[O-].[Cs+].[Cs+].O. The catalyst is CN(C=O)C. The product is [F:18][C:19]1[CH:20]=[C:21]([N+:26]([O-:28])=[O:27])[CH:22]=[CH:23][C:24]=1[N:2]([CH3:1])[C:3]1[CH:8]=[CH:7][N:6]=[C:5]2[CH:9]=[C:10]([C:12]3[N:13]=[CH:14][N:15]([CH3:17])[CH:16]=3)[S:11][C:4]=12. The yield is 0.190. (4) The reactants are Br[C:2]1[C:10]2[C:5](=[N:6][CH:7]=[CH:8][CH:9]=2)[N:4]([S:11]([C:14]2[CH:19]=[CH:18][C:17]([CH3:20])=[CH:16][CH:15]=2)(=[O:13])=[O:12])[CH:3]=1.[C:21](=[O:24])([O-])[O-].[Na+].[Na+].O.CO[CH2:30][CH2:31][O:32][CH3:33]. The catalyst is C1C=CC([P]([Pd]([P](C2C=CC=CC=2)(C2C=CC=CC=2)C2C=CC=CC=2)([P](C2C=CC=CC=2)(C2C=CC=CC=2)C2C=CC=CC=2)[P](C2C=CC=CC=2)(C2C=CC=CC=2)C2C=CC=CC=2)(C2C=CC=CC=2)C2C=CC=CC=2)=CC=1. The product is [CH3:33][O:32][C:31]1[CH:9]=[CH:10][C:2]([C:2]2[C:10]3[C:5](=[N:6][CH:7]=[CH:8][CH:9]=3)[N:4]([S:11]([C:14]3[CH:19]=[CH:18][C:17]([CH3:20])=[CH:16][CH:15]=3)(=[O:13])=[O:12])[CH:3]=2)=[CH:3][C:30]=1[CH:21]=[O:24]. The yield is 0.480. (5) The reactants are Br[C:2]1[CH:7]=[CH:6][C:5]([F:8])=[CH:4][CH:3]=1.[Mg].BrCCBr.[CH3:14][C:15]([O:19][Si](C)(C)C)([CH3:18])[C:16]#N.Cl.C(=O)(O)[O-:26].[Na+]. The catalyst is C1COCC1. The product is [F:8][C:5]1[CH:6]=[CH:7][C:2]([C:16](=[O:26])[C:15]([OH:19])([CH3:14])[CH3:18])=[CH:3][CH:4]=1. The yield is 0.880. (6) The reactants are [NH2:1][CH2:2][C:3]([C:12]1[CH:17]=[CH:16][CH:15]=[CH:14][CH:13]=1)([C:6]1[CH:11]=[CH:10][CH:9]=[CH:8][CH:7]=1)[CH2:4][OH:5].C(N(CC)CC)C.Cl[C:26]([O:28][CH2:29][C:30]1[CH:35]=[CH:34][CH:33]=[CH:32][CH:31]=1)=[O:27]. The catalyst is ClCCl.O. The product is [OH:5][CH2:4][C:3]([C:12]1[CH:17]=[CH:16][CH:15]=[CH:14][CH:13]=1)([C:6]1[CH:11]=[CH:10][CH:9]=[CH:8][CH:7]=1)[CH2:2][NH:1][C:26](=[O:27])[O:28][CH2:29][C:30]1[CH:35]=[CH:34][CH:33]=[CH:32][CH:31]=1. The yield is 0.470.